This data is from Forward reaction prediction with 1.9M reactions from USPTO patents (1976-2016). The task is: Predict the product of the given reaction. (1) Given the reactants C(N(CC1C=CC=CC=1)C(=S)SCC(NC1C=CC(Cl)=CC=1Cl)=O)C1C=CC=CC=1.[CH2:31]([N:38]([CH2:42][CH2:43][C:44]1[CH:49]=[CH:48][CH:47]=[CH:46]C=1)[C:39]([SH:41])=[S:40])[C:32]1[CH:37]=[CH:36][CH:35]=[CH:34][CH:33]=1.Br[CH2:51][C:52]([NH:54][C:55]1[CH:60]=[CH:59][C:58]([CH3:61])=[CH:57][C:56]=1[CH3:62])=[O:53], predict the reaction product. The product is: [CH2:42]([N:38]([CH2:31][C:32]1[CH:33]=[CH:34][CH:35]=[CH:36][CH:37]=1)[C:39](=[S:40])[S:41][CH2:51][C:52]([NH:54][C:55]1[CH:60]=[CH:59][C:58]([CH3:61])=[CH:57][C:56]=1[CH3:62])=[O:53])[C:43]1[CH:44]=[CH:49][CH:48]=[CH:47][CH:46]=1. (2) Given the reactants [Br:1][C:2]1[N:7]=[C:6]([NH:8][C:9](=[O:34])[C:10]2[CH:15]=[CH:14][C:13]([C:16]3[CH2:20][C:19]([C:25]4[CH:30]=[C:29]([Cl:31])[CH:28]=[C:27]([Cl:32])[CH:26]=4)([C:21]([F:24])([F:23])[F:22])[O:18][N:17]=3)=[CH:12][C:11]=2[CH3:33])[CH:5]=[CH:4][CH:3]=1.[H-].[Na+].[H][H].[CH3:39]I, predict the reaction product. The product is: [Br:1][C:2]1[N:7]=[C:6]([N:8]([CH3:39])[C:9](=[O:34])[C:10]2[CH:15]=[CH:14][C:13]([C:16]3[CH2:20][C:19]([C:25]4[CH:26]=[C:27]([Cl:32])[CH:28]=[C:29]([Cl:31])[CH:30]=4)([C:21]([F:23])([F:24])[F:22])[O:18][N:17]=3)=[CH:12][C:11]=2[CH3:33])[CH:5]=[CH:4][CH:3]=1.